Dataset: Forward reaction prediction with 1.9M reactions from USPTO patents (1976-2016). Task: Predict the product of the given reaction. (1) Given the reactants [CH3:1][O:2][C:3]1[CH:4]=[C:5]2[C:10](=[CH:11][C:12]=1[O:13][CH3:14])[N:9]=[CH:8][CH:7]=[C:6]2[O:15][C:16]1[C:22]([CH3:23])=[CH:21][C:19]([NH2:20])=[C:18]([CH3:24])[CH:17]=1.C([N:27](CC)CC)C.[C:32](Cl)(Cl)=[S:33].[CH2:36]([N:40]([CH2:45][CH2:46][CH2:47][CH3:48])[CH2:41][CH:42](N)[CH3:43])[CH2:37][CH2:38][CH3:39], predict the reaction product. The product is: [CH3:1][O:2][C:3]1[CH:4]=[C:5]2[C:10](=[CH:11][C:12]=1[O:13][CH3:14])[N:9]=[CH:8][CH:7]=[C:6]2[O:15][C:16]1[C:22]([CH3:23])=[CH:21][C:19]([NH:20][C:32]([NH:27][CH2:43][CH2:42][CH2:41][N:40]([CH2:36][CH2:37][CH2:38][CH3:39])[CH2:45][CH2:46][CH2:47][CH3:48])=[S:33])=[C:18]([CH3:24])[CH:17]=1. (2) Given the reactants [Cl:1][C:2]1[CH:7]=[CH:6][C:5]([C:8]2[CH2:13][C:12]([CH3:15])([CH3:14])[CH2:11][CH2:10][C:9]=2[CH:16]=[O:17])=[CH:4][CH:3]=1.[CH3:18][Mg]Cl, predict the reaction product. The product is: [Cl:1][C:2]1[CH:3]=[CH:4][C:5]([C:8]2[CH2:13][C:12]([CH3:14])([CH3:15])[CH2:11][CH2:10][C:9]=2[CH:16]([OH:17])[CH3:18])=[CH:6][CH:7]=1. (3) Given the reactants N1C2C(=CC=CC=2)C(=O)C1=O.[Cl:12][C:13]1[CH:14]=[C:15]2[C:19](=[CH:20][CH:21]=1)[NH:18][C:17](=[O:22])[C:16]2=[O:23].BrCCC1CC1.Br[CH2:31][C:32]([O:34][CH2:35][CH3:36])=[O:33], predict the reaction product. The product is: [Cl:12][C:13]1[CH:14]=[C:15]2[C:19](=[CH:20][CH:21]=1)[N:18]([CH2:31][C:32]([O:34][CH2:35][CH3:36])=[O:33])[C:17](=[O:22])[C:16]2=[O:23]. (4) Given the reactants [CH3:1][C:2]([CH3:20])([CH3:19])[C:3]([O:5][CH2:6][N:7]1[CH:11]=[N:10][C:9]([C:12]2[CH:17]=[CH:16][CH:15]=[C:14](Br)[CH:13]=2)=[N:8]1)=[O:4].[CH:21]([C:23]1[CH:28]=[CH:27][C:26](B(O)O)=[CH:25][CH:24]=1)=[O:22].C(Cl)Cl.N#N.C([O-])([O-])=O.[Na+].[Na+], predict the reaction product. The product is: [CH3:1][C:2]([CH3:20])([CH3:19])[C:3]([O:5][CH2:6][N:7]1[CH:11]=[N:10][C:9]([C:12]2[CH:13]=[C:14]([C:26]3[CH:27]=[CH:28][C:23]([CH:21]=[O:22])=[CH:24][CH:25]=3)[CH:15]=[CH:16][CH:17]=2)=[N:8]1)=[O:4]. (5) Given the reactants Cl[C:2]1[N:3]=[C:4]([C:21]2[CH:26]=[CH:25][C:24]([C:27]([F:30])([F:29])[F:28])=[CH:23][C:22]=2[O:31][CH3:32])[C:5]2[C:10]([CH:11]=1)=[CH:9][C:8]([S:12]([NH:15][C:16]1[S:17][CH:18]=[CH:19][N:20]=1)(=[O:14])=[O:13])=[CH:7][CH:6]=2.[CH3:33][NH2:34].C[Si]([N-][Si](C)(C)C)(C)C.[Li+], predict the reaction product. The product is: [CH3:32][O:31][C:22]1[CH:23]=[C:24]([C:27]([F:30])([F:29])[F:28])[CH:25]=[CH:26][C:21]=1[C:4]1[C:5]2[C:10](=[CH:9][C:8]([S:12]([NH:15][C:16]3[S:17][CH:18]=[CH:19][N:20]=3)(=[O:14])=[O:13])=[CH:7][CH:6]=2)[CH:11]=[C:2]([NH:34][CH3:33])[N:3]=1.